Dataset: Forward reaction prediction with 1.9M reactions from USPTO patents (1976-2016). Task: Predict the product of the given reaction. (1) Given the reactants [Cl:1][C:2]1[CH:7]=[C:6]([N:8]2[C:12]3=[N:13][CH:14]=[CH:15][CH:16]=[C:11]3[N:10]=[CH:9]2)[CH:5]=[CH:4][C:3]=1[CH2:17][C:18]([OH:20])=O.[CH:21]([N:24]1[CH2:29][CH2:28][N:27]([CH2:30][C:31]2[CH:36]=[CH:35][C:34]([NH2:37])=[CH:33][C:32]=2[C:38]([F:41])([F:40])[F:39])[CH2:26][CH2:25]1)([CH3:23])[CH3:22], predict the reaction product. The product is: [Cl:1][C:2]1[CH:7]=[C:6]([N:8]2[C:12]3=[N:13][CH:14]=[CH:15][CH:16]=[C:11]3[N:10]=[CH:9]2)[CH:5]=[CH:4][C:3]=1[CH2:17][C:18]([NH:37][C:34]1[CH:35]=[CH:36][C:31]([CH2:30][N:27]2[CH2:26][CH2:25][N:24]([CH:21]([CH3:23])[CH3:22])[CH2:29][CH2:28]2)=[C:32]([C:38]([F:41])([F:40])[F:39])[CH:33]=1)=[O:20]. (2) Given the reactants [F:1][C:2]1[CH:3]=[C:4]([O:20][CH3:21])[CH:5]=[C:6]2[C:11]=1[N:10]=[CH:9][CH:8]=[C:7]2OS(C(F)(F)F)(=O)=O.C(=O)([O-])[O-].[K+].[K+].CO[CH2:30][CH2:31]OC.O, predict the reaction product. The product is: [CH:30]([C:7]1[C:6]2[C:11](=[C:2]([F:1])[CH:3]=[C:4]([O:20][CH3:21])[CH:5]=2)[N:10]=[CH:9][CH:8]=1)=[CH2:31]. (3) Given the reactants CCN=C=NCCCN(C)C.Cl.ON1C2C=CC=CC=2N=N1.CN1CCOCC1.[C@@H:30]12[CH2:36][N:35]([C:37]3[S:38][C:39]([C:43]([O:45][CH2:46][CH3:47])=[O:44])=[C:40]([CH3:42])[N:41]=3)[C@@H:34]1[CH2:33][CH2:32][NH:31]2.[Cl:48][C:49]1[N:50]=[C:51]([C:56](O)=[O:57])[NH:52][C:53]=1[CH2:54][CH3:55], predict the reaction product. The product is: [Cl:48][C:49]1[N:50]=[C:51]([C:56]([N:31]2[CH2:32][CH2:33][C@@H:34]3[C@H:30]2[CH2:36][N:35]3[C:37]2[S:38][C:39]([C:43]([O:45][CH2:46][CH3:47])=[O:44])=[C:40]([CH3:42])[N:41]=2)=[O:57])[NH:52][C:53]=1[CH2:54][CH3:55]. (4) Given the reactants [Br:1][C:2]1[CH:3]=[CH:4][C:5]([C:9]([OH:11])=O)=[N:6][C:7]=1[Cl:8].[NH2:12][C@@H:13]([CH2:17][CH:18]([CH3:20])[CH3:19])[C:14]([NH2:16])=[O:15], predict the reaction product. The product is: [C:14]([C@@H:13]([NH:12][C:9]([C:5]1[CH:4]=[CH:3][C:2]([Br:1])=[C:7]([Cl:8])[N:6]=1)=[O:11])[CH2:17][CH:18]([CH3:20])[CH3:19])(=[O:15])[NH2:16]. (5) Given the reactants C([O:8][C:9]1[C:10]([C:28]([F:31])([F:30])[F:29])=[C:11]2[C:16](=[CH:17][CH:18]=1)[CH:15]=[C:14]([C:19]1([NH2:27])[CH2:24][O:23][C:22]([CH3:26])([CH3:25])[O:21][CH2:20]1)[CH:13]=[CH:12]2)C1C=CC=CC=1.C(Cl)Cl.[C:35]([O:39][C:40](O[C:40]([O:39][C:35]([CH3:38])([CH3:37])[CH3:36])=[O:41])=[O:41])([CH3:38])([CH3:37])[CH3:36].C(N(CC)C(C)C)(C)C, predict the reaction product. The product is: [OH:8][C:9]1[C:10]([C:28]([F:30])([F:31])[F:29])=[C:11]2[C:16](=[CH:17][CH:18]=1)[CH:15]=[C:14]([C:19]1([NH:27][C:40](=[O:41])[O:39][C:35]([CH3:38])([CH3:37])[CH3:36])[CH2:20][O:21][C:22]([CH3:25])([CH3:26])[O:23][CH2:24]1)[CH:13]=[CH:12]2. (6) Given the reactants [CH:1]1([N:7]=[C:8]=[N:9][CH:10]2[CH2:15][CH2:14][CH2:13][CH2:12][CH2:11]2)[CH2:6][CH2:5][CH2:4][CH2:3][CH2:2]1.NCCC1C=CC(O)=C([OH:22])C=1, predict the reaction product. The product is: [CH:10]1([NH:9][C:8]([NH:7][CH:1]2[CH2:2][CH2:3][CH2:4][CH2:5][CH2:6]2)=[O:22])[CH2:15][CH2:14][CH2:13][CH2:12][CH2:11]1. (7) Given the reactants [NH2:1][CH:2]1[CH2:6][CH2:5][CH:4]([OH:7])[CH2:3]1.[CH3:8][C:9]([O:12][C:13](O[C:13]([O:12][C:9]([CH3:11])([CH3:10])[CH3:8])=[O:14])=[O:14])([CH3:11])[CH3:10], predict the reaction product. The product is: [OH:7][CH:4]1[CH2:5][CH2:6][CH:2]([NH:1][C:13](=[O:14])[O:12][C:9]([CH3:11])([CH3:10])[CH3:8])[CH2:3]1. (8) Given the reactants Br[C:2]1[CH:10]=[CH:9][CH:8]=[C:7]2[C:3]=1[CH:4]=[C:5]([C:11]([OH:13])=[O:12])[NH:6]2.[CH3:14][O:15][C:16]1[CH:21]=[CH:20][C:19](B(O)O)=[CH:18][CH:17]=1.C([O-])([O-])=O.[Na+].[Na+].Cl, predict the reaction product. The product is: [CH3:14][O:15][C:16]1[CH:21]=[CH:20][C:19]([C:2]2[CH:10]=[CH:9][CH:8]=[C:7]3[C:3]=2[CH:4]=[C:5]([C:11]([OH:13])=[O:12])[NH:6]3)=[CH:18][CH:17]=1.